The task is: Regression/Classification. Given a drug SMILES string, predict its absorption, distribution, metabolism, or excretion properties. Task type varies by dataset: regression for continuous measurements (e.g., permeability, clearance, half-life) or binary classification for categorical outcomes (e.g., BBB penetration, CYP inhibition). Dataset: cyp2c9_veith.. This data is from CYP2C9 inhibition data for predicting drug metabolism from PubChem BioAssay. (1) The molecule is O=C(c1c(O)c2ccc(Cl)cc2[nH]c1=O)C1CC1. The result is 0 (non-inhibitor). (2) The drug is NNC(=O)CCSc1ccccc1. The result is 0 (non-inhibitor). (3) The compound is O=C(c1csnn1)N1CCC[C@@]2(CCN(Cc3ccccc3)C2)C1. The result is 0 (non-inhibitor). (4) The result is 0 (non-inhibitor). The drug is O=C1N=C([O-])CN1/N=C\c1ccc(-c2ccc([N+](=O)[O-])cc2)o1. (5) The compound is CCNC(=O)NC1(C(=O)Nc2ccc3c(c2)OCCO3)CCCCC1. The result is 0 (non-inhibitor). (6) The molecule is COc1ccc([C@@H](Nc2ccccn2)c2cc(C(C)(C)C)cc(C(C)(C)C)c2O)cc1. The result is 1 (inhibitor). (7) The compound is Cn1c(=O)c(-c2cccc(F)c2)nc2cncnc21. The result is 0 (non-inhibitor). (8) The molecule is CCOC(=O)Cc1csc(NS(=O)(=O)c2ccccc2)n1. The result is 1 (inhibitor). (9) The molecule is COc1ccc(-n2nnnc2SCC(=O)Nc2ccccc2)cc1. The result is 0 (non-inhibitor).